Dataset: Forward reaction prediction with 1.9M reactions from USPTO patents (1976-2016). Task: Predict the product of the given reaction. (1) Given the reactants [CH3:1][C:2]1[S:6][CH:5]=[N:4][C:3]=1C(O)=O.O=S(Cl)Cl.C1C(=O)N([Br:21])C(=O)C1.C(OO[C:32](=[O:39])C1C=CC=CC=1)(=O)C1C=CC=CC=1.[CH3:40][OH:41], predict the reaction product. The product is: [Br:21][CH2:1][C:2]1[S:6][CH:5]=[N:4][C:3]=1[C:40]([O:39][CH3:32])=[O:41]. (2) Given the reactants [NH2:1][C:2]1[CH:7]=[N:6][CH:5]=[C:4](Cl)[N:3]=1.[C:9]([C:11]([C:14]1[CH:19]=[CH:18][C:17](B(O)O)=[CH:16][CH:15]=1)([CH3:13])[CH3:12])#[N:10].C(=O)([O-])[O-].[Cs+].[Cs+], predict the reaction product. The product is: [NH2:1][C:2]1[N:3]=[C:4]([C:17]2[CH:18]=[CH:19][C:14]([C:11]([CH3:13])([CH3:12])[C:9]#[N:10])=[CH:15][CH:16]=2)[CH:5]=[N:6][CH:7]=1.